Dataset: Peptide-MHC class I binding affinity with 185,985 pairs from IEDB/IMGT. Task: Regression. Given a peptide amino acid sequence and an MHC pseudo amino acid sequence, predict their binding affinity value. This is MHC class I binding data. The peptide sequence is FVGPLTVNEK. The MHC is Patr-A0101 with pseudo-sequence Patr-A0101. The binding affinity (normalized) is 0.158.